Dataset: Full USPTO retrosynthesis dataset with 1.9M reactions from patents (1976-2016). Task: Predict the reactants needed to synthesize the given product. (1) Given the product [C:10]([C:2]1[CH:9]=[CH:8][C:5]([CH:6]=[O:7])=[CH:4][N:3]=1)#[C:11][CH2:12][CH2:13][CH2:14][CH2:15][CH2:16][CH2:17][CH2:18][CH2:19][CH2:20][CH3:21], predict the reactants needed to synthesize it. The reactants are: Br[C:2]1[CH:9]=[CH:8][C:5]([CH:6]=[O:7])=[CH:4][N:3]=1.[CH:10]#[C:11][CH2:12][CH2:13][CH2:14][CH2:15][CH2:16][CH2:17][CH2:18][CH2:19][CH2:20][CH3:21].C1(P(C2C=CC=CC=2)C2C=CC=CC=2)C=CC=CC=1.C(N(CC)CC)C. (2) Given the product [CH3:11][NH:10][C:8](=[O:9])[C:4]1[CH:3]=[C:2]([O:12][C:13]2[CH:14]=[CH:15][C:16]([NH:19][C:20](=[O:34])[C:21]3[CH:26]=[CH:25][CH:24]=[CH:23][C:22]=3[NH:27][C:28]3[CH:29]=[CH:30][CH:31]=[CH:32][CH:33]=3)=[CH:17][CH:18]=2)[CH:7]=[CH:6][N:5]=1, predict the reactants needed to synthesize it. The reactants are: Cl[C:2]1[CH:7]=[CH:6][N:5]=[C:4]([C:8]([NH:10][CH3:11])=[O:9])[CH:3]=1.[OH:12][C:13]1[CH:18]=[CH:17][C:16]([NH:19][C:20](=[O:34])[C:21]2[CH:26]=[CH:25][CH:24]=[CH:23][C:22]=2[NH:27][C:28]2[CH:33]=[CH:32][CH:31]=[CH:30][CH:29]=2)=[CH:15][CH:14]=1.C(=O)([O-])[O-].[Cs+].[Cs+].CS(C)=O. (3) Given the product [ClH:1].[NH:3]1[CH2:8][CH2:7][CH2:6][CH2:5][C@@H:4]1[CH2:9][NH2:10], predict the reactants needed to synthesize it. The reactants are: [ClH:1].Cl.[NH:3]1[CH2:8][CH2:7][CH2:6][CH2:5][C@@H:4]1[CH2:9][NH2:10].NC[C@H]1CCCCN1C(OC(C)(C)C)=O.Cl. (4) Given the product [C:57]([OH:62])(=[O:61])[C:58]([CH3:60])=[CH2:59].[NH2:1][C:2]([O:32][CH2:20][CH3:21])=[O:3], predict the reactants needed to synthesize it. The reactants are: [N-:1]=[C:2]=[O:3].[N-]=C=O.C1(CC2C=CC=CC=2)C=CC=CC=1.[C:20]([O-])(=[O:32])[CH2:21]CCCCCCCCCC.C([O-])(=O)CCCCCCCCCCC.C([Sn+2]CCCC)CCC.[C:57]([O:62]CCO)(=[O:61])[C:58]([CH3:60])=[CH2:59].